The task is: Predict the product of the given reaction.. This data is from Forward reaction prediction with 1.9M reactions from USPTO patents (1976-2016). Given the reactants [CH2:1]([NH:4][C:5]1[CH:10]=[CH:9][C:8]([C:11]2[N:15]([C:16]3[CH:21]=[CH:20][C:19]([CH3:22])=[CH:18][CH:17]=3)[N:14]=[CH:13][CH:12]=2)=[CH:7][CH:6]=1)[CH:2]=[CH2:3].C([O:25][C:26](=[O:43])[C:27](C1C=C(C)C=CC=1)([C:29]1[CH:30]=[C:31]([CH3:35])[CH:32]=[CH:33][CH:34]=1)[CH3:28])C.C(P(C(C)(C)C)C1C=CC=CC=1C1C=CC=CC=1)(C)(C)C.[O-]P([O-])([O-])=O.[K+].[K+].[K+].C(OC(=O)C(C1C=C(C)C=CC=1)CC1C=C(C2C=CC(Br)=CC=2)N(C2C=CC(C)=CC=2)N=1)C.C(N)C=C, predict the reaction product. The product is: [CH2:1]([NH:4][C:5]1[CH:6]=[CH:7][C:8]([C:11]2[N:15]([C:16]3[CH:17]=[CH:18][C:19]([CH3:22])=[CH:20][CH:21]=3)[N:14]=[C:13]([CH2:28][CH:27]([C:29]3[CH:30]=[C:31]([CH3:35])[CH:32]=[CH:33][CH:34]=3)[C:26]([OH:43])=[O:25])[CH:12]=2)=[CH:9][CH:10]=1)[CH:2]=[CH2:3].